This data is from Peptide-MHC class I binding affinity with 185,985 pairs from IEDB/IMGT. The task is: Regression. Given a peptide amino acid sequence and an MHC pseudo amino acid sequence, predict their binding affinity value. This is MHC class I binding data. The peptide sequence is VHTQKKDLY. The MHC is HLA-B07:02 with pseudo-sequence HLA-B07:02. The binding affinity (normalized) is 0.0847.